Dataset: Full USPTO retrosynthesis dataset with 1.9M reactions from patents (1976-2016). Task: Predict the reactants needed to synthesize the given product. (1) Given the product [CH3:20][C:11]1[N:12]=[C:13]2[S:19][CH:18]=[CH:17][N:14]2[C:15](=[O:16])[C:10]=1[C:7]1[CH:6]=[CH:5][C:4]([O:3][CH2:1][CH2:2][CH2:24][C:25]#[N:26])=[CH:9][CH:8]=1, predict the reactants needed to synthesize it. The reactants are: [CH2:1]([O:3][C:4]1[CH:9]=[CH:8][C:7]([C:10]2[C:15](=[O:16])[N:14]3[CH:17]=[CH:18][S:19][C:13]3=[N:12][C:11]=2[CH3:20])=[CH:6][CH:5]=1)[CH3:2].BrCC[CH2:24][C:25]#[N:26].C([O-])([O-])=O.[K+].[K+]. (2) The reactants are: [NH2:1][CH2:2][C@@H:3]1[CH2:8][CH2:7][C@H:6]([NH:9][C:10]2[CH:15]=[C:14]([N:16]([CH3:18])[CH3:17])[C:13]([CH3:19])=[CH:12][N:11]=2)[CH2:5][CH2:4]1.[Cl:20][C:21]1[CH:22]=[C:23]([CH:27]=[CH:28][C:29]=1[F:30])[C:24](O)=[O:25].C1C=CC2N(O)N=NC=2C=1.O.CCN=C=NCCCN(C)C.Cl.C([O-])(O)=O.[Na+]. Given the product [ClH:20].[Cl:20][C:21]1[CH:22]=[C:23]([CH:27]=[CH:28][C:29]=1[F:30])[C:24]([NH:1][CH2:2][C@H:3]1[CH2:4][CH2:5][C@@H:6]([NH:9][C:10]2[CH:15]=[C:14]([N:16]([CH3:18])[CH3:17])[C:13]([CH3:19])=[CH:12][N:11]=2)[CH2:7][CH2:8]1)=[O:25], predict the reactants needed to synthesize it.